This data is from Full USPTO retrosynthesis dataset with 1.9M reactions from patents (1976-2016). The task is: Predict the reactants needed to synthesize the given product. (1) Given the product [NH2:25][C:28]1[CH:29]=[CH:30][C:31]([O:34][C:35]2[CH:36]=[C:37]3[C:42](=[CH:43][CH:44]=2)[O:41][CH:40]([C:45]2[CH:50]=[CH:49][CH:48]=[CH:47][CH:46]=2)[CH2:39][C:38]3=[O:51])=[N:32][CH:33]=1, predict the reactants needed to synthesize it. The reactants are: NC1C=CC(OC2C=C3C(=CC=2)OC(C2C=CC=CC=2)CC3)=NC=1.[N+:25]([C:28]1[CH:29]=[CH:30][C:31]([O:34][C:35]2[CH:36]=[C:37]3[C:42](=[CH:43][CH:44]=2)[O:41][CH:40]([C:45]2[CH:50]=[CH:49][CH:48]=[CH:47][CH:46]=2)[CH2:39][C:38]3=[O:51])=[N:32][CH:33]=1)([O-])=O. (2) The reactants are: [Na].[C:2]([O:10][CH2:11][CH3:12])(=[O:9])[CH2:3][C:4]([O:6][CH2:7][CH3:8])=[O:5].Cl[CH2:14][C:15]([O:17][CH2:18][CH3:19])=[O:16].O. Given the product [CH:3]([C:4]([O:6][CH2:7][CH3:8])=[O:5])([C:2]([O:10][CH2:11][CH3:12])=[O:9])[CH2:14][C:15]([O:17][CH2:18][CH3:19])=[O:16], predict the reactants needed to synthesize it. (3) Given the product [CH3:1][C:2]1[N:7]=[C:6]([C:8]([F:11])([F:10])[F:9])[C:5]([C:12]([Cl:18])=[O:14])=[CH:4][CH:3]=1, predict the reactants needed to synthesize it. The reactants are: [CH3:1][C:2]1[N:7]=[C:6]([C:8]([F:11])([F:10])[F:9])[C:5]([C:12]([OH:14])=O)=[CH:4][CH:3]=1.C(Cl)(=O)C([Cl:18])=O. (4) Given the product [N:14]1[C:13]2[NH:9][CH:10]=[CH:11][C:12]=2[C:17]([C:18]2[CH:19]=[N:20][N:21]([CH:23]([CH:27]3[CH2:32][CH2:31][CH2:30][CH2:29][CH2:28]3)[CH2:24][C:25]#[N:26])[CH:22]=2)=[CH:16][N:15]=1, predict the reactants needed to synthesize it. The reactants are: C(OC[N:9]1[C:13]2[N:14]=[N:15][CH:16]=[C:17]([C:18]3[CH:19]=[N:20][N:21]([CH:23]([CH:27]4[CH2:32][CH2:31][CH2:30][CH2:29][CH2:28]4)[CH2:24][C:25]#[N:26])[CH:22]=3)[C:12]=2[CH:11]=[CH:10]1)(=O)C(C)(C)C.[OH-].[Na+].